This data is from Catalyst prediction with 721,799 reactions and 888 catalyst types from USPTO. The task is: Predict which catalyst facilitates the given reaction. (1) Reactant: [CH3:1][O:2][C:3]1[C:8]2[N:9]=[C:10]([CH2:12][O:13][CH3:14])[NH:11][C:7]=2[C:6]([C:15]([O:17]C)=[O:16])=[CH:5][CH:4]=1.[OH-].[Na+]. Product: [CH3:1][O:2][C:3]1[C:8]2[N:9]=[C:10]([CH2:12][O:13][CH3:14])[NH:11][C:7]=2[C:6]([C:15]([OH:17])=[O:16])=[CH:5][CH:4]=1. The catalyst class is: 5. (2) Reactant: [CH2:1]([O:3][C:4]([CH:6]1[CH2:8][CH:7]1[C:9]1[CH:14]=[CH:13][C:12]([N:15]2[CH2:19][C:18](=[O:20])[N:17](CC[Si](C)(C)C)[S:16]2(=[O:28])=[O:27])=[C:11]([O:29][CH2:30][C:31]2[CH:36]=[CH:35][CH:34]=[CH:33][CH:32]=2)[CH:10]=1)=[O:5])[CH3:2].CCCC[N+](CCCC)(CCCC)CCCC.[F-]. Product: [CH2:1]([O:3][C:4]([CH:6]1[CH2:8][CH:7]1[C:9]1[CH:14]=[CH:13][C:12]([N:15]2[CH2:19][C:18](=[O:20])[NH:17][S:16]2(=[O:27])=[O:28])=[C:11]([O:29][CH2:30][C:31]2[CH:32]=[CH:33][CH:34]=[CH:35][CH:36]=2)[CH:10]=1)=[O:5])[CH3:2]. The catalyst class is: 49. (3) Reactant: [Cl:1][C:2]1[CH:3]=[CH:4][C:5]([CH:12]=O)=[C:6]([CH:11]=1)[C:7]([O:9][CH3:10])=[O:8].[N:14]1([C:20]([O:22][C:23]([CH3:26])([CH3:25])[CH3:24])=[O:21])[CH2:19][CH2:18][NH:17][CH2:16][CH2:15]1.C(O[BH-](OC(=O)C)OC(=O)C)(=O)C.[Na+]. Product: [Cl:1][C:2]1[CH:3]=[CH:4][C:5]([CH2:12][N:17]2[CH2:16][CH2:15][N:14]([C:20]([O:22][C:23]([CH3:26])([CH3:25])[CH3:24])=[O:21])[CH2:19][CH2:18]2)=[C:6]([C:7]([O:9][CH3:10])=[O:8])[CH:11]=1. The catalyst class is: 26. (4) Reactant: C([O:3][C:4]([CH:6]1[CH2:11][CH2:10][CH:9]([NH:12][C:13]2[N:18]=[C:17]([C:19]3[N:23]4[CH:24]=[CH:25][CH:26]=[C:27]([O:28][CH2:29][C:30]5[CH:35]=[CH:34][CH:33]=[CH:32][CH:31]=5)[C:22]4=[N:21][CH:20]=3)[CH:16]=[CH:15][N:14]=2)[CH2:8][CH2:7]1)=O)C.F[P-](F)(F)(F)(F)F.N1(O[P+](N(C)C)(N(C)C)N(C)C)C2C=CC=CC=2N=N1.CCN(C(C)C)C(C)C.[NH:72]1[CH2:77][CH2:76][CH:75]([OH:78])[CH2:74][CH2:73]1. Product: [CH2:29]([O:28][C:27]1[C:22]2[N:23]([C:19]([C:17]3[CH:16]=[CH:15][N:14]=[C:13]([NH:12][CH:9]4[CH2:10][CH2:11][CH:6]([C:4]([N:72]5[CH2:77][CH2:76][CH:75]([OH:78])[CH2:74][CH2:73]5)=[O:3])[CH2:7][CH2:8]4)[N:18]=3)=[CH:20][N:21]=2)[CH:24]=[CH:25][CH:26]=1)[C:30]1[CH:31]=[CH:32][CH:33]=[CH:34][CH:35]=1. The catalyst class is: 18. (5) Reactant: [NH2:1][C:2]1[CH:19]=[CH:18][C:5]([O:6][CH2:7][CH2:8][CH2:9][O:10][C:11]2[CH:17]=[CH:16][C:14]([NH2:15])=[CH:13][CH:12]=2)=[CH:4][CH:3]=1.[S:20](O[S:20]([C:23]([F:26])([F:25])[F:24])(=[O:22])=[O:21])([C:23]([F:26])([F:25])[F:24])(=[O:22])=[O:21].C(=O)(O)[O-].[Na+]. Product: [F:24][C:23]([F:26])([F:25])[S:20]([NH:15][C:14]1[CH:13]=[CH:12][C:11]([O:10][CH2:9][CH2:8][CH2:7][O:6][C:5]2[CH:4]=[CH:3][C:2]([NH:1][S:20]([C:23]([F:24])([F:25])[F:26])(=[O:21])=[O:22])=[CH:19][CH:18]=2)=[CH:17][CH:16]=1)(=[O:22])=[O:21]. The catalyst class is: 2. (6) Reactant: [C:1]([O:5][C@@H:6]([C:11]1[C:26]([CH3:27])=[CH:25][C:14]2[N:15]=[C:16]([C:18]3[CH:23]=[CH:22][N:21]=[C:20](Cl)[N:19]=3)[S:17][C:13]=2[C:12]=1[C:28]1[CH:33]=[CH:32][C:31]([Cl:34])=[CH:30][CH:29]=1)[C:7]([O:9][CH3:10])=[O:8])([CH3:4])([CH3:3])[CH3:2].[C:35]([N:39]1[CH2:44][CH2:43][NH:42][CH2:41][CH2:40]1)([CH3:38])([CH3:37])[CH3:36]. Product: [C:1]([O:5][C@@H:6]([C:11]1[C:26]([CH3:27])=[CH:25][C:14]2[N:15]=[C:16]([C:18]3[CH:23]=[CH:22][N:21]=[C:20]([N:42]4[CH2:43][CH2:44][N:39]([C:35]([CH3:38])([CH3:37])[CH3:36])[CH2:40][CH2:41]4)[N:19]=3)[S:17][C:13]=2[C:12]=1[C:28]1[CH:29]=[CH:30][C:31]([Cl:34])=[CH:32][CH:33]=1)[C:7]([O:9][CH3:10])=[O:8])([CH3:2])([CH3:4])[CH3:3]. The catalyst class is: 12. (7) Reactant: [N:1]([C:8]([O:10][CH2:11][CH3:12])=[O:9])=[N:1][C:8]([O:10][CH2:11][CH3:12])=[O:9].O[C:14]1C(C)=[CH:22][C:21]([I:25])=[CH:20][C:15]=1C(NO)=O.C1C=CC(P(C2C=CC=CC=2)C2C=CC=CC=2)=CC=1. Product: [I:25][C:21]1[CH:20]=[C:15]([CH3:14])[C:11]2[O:10][C:8](=[O:9])[NH:1][C:12]=2[CH:22]=1. The catalyst class is: 1.